Dataset: HIV replication inhibition screening data with 41,000+ compounds from the AIDS Antiviral Screen. Task: Binary Classification. Given a drug SMILES string, predict its activity (active/inactive) in a high-throughput screening assay against a specified biological target. (1) The drug is Cc1nc(O)nc(O)c1CCSSCCc1c(C)nc(O)nc1O. The result is 0 (inactive). (2) The drug is CN1C(CC(O)c2ccccc2)CCCC1CC(O)(c1ccccc1)c1ccccc1.Cl. The result is 0 (inactive). (3) The compound is CCOP(=O)(OCC)C(C#N)=Cc1ccccn1. The result is 1 (active). (4) The drug is COc1cc2c(cc1O)C(C)C(c1ccccc1OC)O2. The result is 0 (inactive). (5) The compound is O=S(O)CCCCSSCCCCS(=O)(=O)S.[NaH]. The result is 0 (inactive). (6) The molecule is N#CCCN(C(=O)Nc1ccc(NC(=O)N(CCC#N)c2ccccc2)cc1)c1ccccc1. The result is 0 (inactive). (7) The drug is CCCCn1c(=O)cc(C(=O)O)c2ccccc21. The result is 0 (inactive).